Dataset: Full USPTO retrosynthesis dataset with 1.9M reactions from patents (1976-2016). Task: Predict the reactants needed to synthesize the given product. (1) Given the product [CH2:7]([O:14][C:15]1[CH:16]=[C:17]([CH2:18][OH:19])[CH:22]=[C:23]([O:25][CH3:26])[CH:24]=1)[C:8]1[CH:9]=[CH:10][CH:11]=[CH:12][CH:13]=1, predict the reactants needed to synthesize it. The reactants are: [H-].[Al+3].[Li+].[H-].[H-].[H-].[CH2:7]([O:14][C:15]1[CH:16]=[C:17]([CH:22]=[C:23]([O:25][CH3:26])[CH:24]=1)[C:18](OC)=[O:19])[C:8]1[CH:13]=[CH:12][CH:11]=[CH:10][CH:9]=1.CC(C)=O. (2) Given the product [CH3:10][C:9]([CH3:11])([CH3:12])[C:8]#[C:7][C:5]1[S:4][C:3]([C:13]([O:15][CH3:16])=[O:14])=[C:2]([NH:1][CH2:27][C:23]2[N:22]([CH3:21])[CH:26]=[CH:25][N:24]=2)[CH:6]=1, predict the reactants needed to synthesize it. The reactants are: [NH2:1][C:2]1[CH:6]=[C:5]([C:7]#[C:8][C:9]([CH3:12])([CH3:11])[CH3:10])[S:4][C:3]=1[C:13]([O:15][CH3:16])=[O:14].C(O)(=O)C.[CH3:21][N:22]1[CH:26]=[CH:25][N:24]=[C:23]1[CH:27]=O.C(O[BH-](OC(=O)C)OC(=O)C)(=O)C.[Na+].C([O-])(O)=O.[Na+]. (3) Given the product [F:1][C:2]1[CH:3]=[C:4]2[C:8](=[CH:9][CH:10]=1)[NH:7][C:6](=[O:11])[C:5]2=[C:12]1[C:20]2[C:15](=[N:16][C:17]([CH2:21][CH2:22][N:26]3[CH2:27][CH2:28][CH2:29][CH:24]([OH:23])[CH2:25]3)=[CH:18][CH:19]=2)[CH2:14][O:13]1, predict the reactants needed to synthesize it. The reactants are: [F:1][C:2]1[CH:3]=[C:4]2[C:8](=[CH:9][CH:10]=1)[NH:7][C:6](=[O:11])[C:5]2=[C:12]1[C:20]2[C:15](=[N:16][C:17]([CH:21]=[CH2:22])=[CH:18][CH:19]=2)[CH2:14][O:13]1.[OH:23][CH:24]1[CH2:29][CH2:28][CH2:27][NH:26][CH2:25]1.